Task: Predict which catalyst facilitates the given reaction.. Dataset: Catalyst prediction with 721,799 reactions and 888 catalyst types from USPTO Reactant: [Br-:1].[Li+].CS(O[CH2:8][CH2:9][NH:10][C:11](=[O:17])[O:12][C:13]([CH3:16])([CH3:15])[CH3:14])(=O)=O. Product: [Br:1][CH2:8][CH2:9][NH:10][C:11](=[O:17])[O:12][C:13]([CH3:16])([CH3:15])[CH3:14]. The catalyst class is: 7.